From a dataset of Reaction yield outcomes from USPTO patents with 853,638 reactions. Predict the reaction yield, written as a fraction of the theoretical maximum amount of product (1.0 means a 100% yield; for example, 0.34 means a 34% yield). (1) The product is [C:1]([O:5][C:6]([NH:8][CH2:9][C:11]1[NH:12][C:13]([C:21]2[CH:30]=[CH:29][CH:28]=[C:27]3[C:22]=2[N:23]=[C:24]([NH:32][CH2:33][C:34]([F:35])([F:36])[F:37])[C:25]([CH3:31])=[N:26]3)=[CH:14][C:15]=1[C:16]([O:18][CH2:19][CH3:20])=[O:17])=[O:7])([CH3:2])([CH3:3])[CH3:4]. The yield is 0.550. The catalyst is CN(C=O)C.CCO.CC(O)=O. The reactants are [C:1]([O:5][C:6]([NH:8][CH:9]([C:11]1[NH:12][C:13]([C:21]2[CH:30]=[CH:29][CH:28]=[C:27]3[C:22]=2[N:23]=[C:24]([NH:32][CH2:33][C:34]([F:37])([F:36])[F:35])[C:25]([CH3:31])=[N:26]3)=[CH:14][C:15]=1[C:16]([O:18][CH2:19][CH3:20])=[O:17])C)=[O:7])([CH3:4])([CH3:3])[CH3:2].BrCC(C1C=CC=C2C=1N=C(NCC(F)(F)F)C(C)=N2)=O.C(OC(NCC(=O)CC(OCC)=O)=O)(C)(C)C.C([O-])([O-])=O.[K+].[K+].C(OC(NCC(=O)C(CC(C1C=CC=C2C=1N=C(NCC(F)(F)F)C(C)=N2)=O)C(OCC)=O)=O)(C)(C)C. (2) The product is [CH3:16][O:15][C:12]1[N:11]=[CH:10][C:9]([NH:8][C:6]2[C:5]([C:17]3[N:22]=[C:21]([CH3:23])[N:20]=[C:19]([S:24][CH3:25])[N:18]=3)=[CH:4][N:3]=[C:2]([C:29]3[CH:30]=[CH:31][N:26]=[CH:27][CH:28]=3)[N:7]=2)=[CH:14][CH:13]=1. The catalyst is O1CCOCC1.[NH4+].[Cl-].[Pd+2].ClC1C=C[C-](P(C2C=CC=CC=2)C2C=CC=CC=2)C=1Cl.[C-]1(P(C2C=CC=CC=2)C2C=CC=CC=2)C=CC=C1.[Fe+2]. The reactants are Cl[C:2]1[N:7]=[C:6]([NH:8][C:9]2[CH:10]=[N:11][C:12]([O:15][CH3:16])=[CH:13][CH:14]=2)[C:5]([C:17]2[N:22]=[C:21]([CH3:23])[N:20]=[C:19]([S:24][CH3:25])[N:18]=2)=[CH:4][N:3]=1.[N:26]1[CH:31]=[CH:30][C:29](B(O)O)=[CH:28][CH:27]=1.C(=O)([O-])[O-].[Cs+].[Cs+]. The yield is 0.260. (3) The reactants are C1(C[N:8]2[CH2:13][CH2:12][CH:11]([N:14]([CH2:28][CH3:29])[C:15](=[O:27])[CH2:16][C:17]3[CH:22]=[CH:21][C:20]([S:23]([CH3:26])(=[O:25])=[O:24])=[CH:19][CH:18]=3)[CH2:10][CH2:9]2)C=CC=CC=1.C([O-])=O.[NH4+]. The catalyst is C(O)C. The product is [NH:8]1[CH2:13][CH2:12][CH:11]([N:14]([CH2:28][CH3:29])[C:15](=[O:27])[CH2:16][C:17]2[CH:22]=[CH:21][C:20]([S:23]([CH3:26])(=[O:24])=[O:25])=[CH:19][CH:18]=2)[CH2:10][CH2:9]1. The yield is 0.940. (4) The reactants are [CH3:1][N:2]1[CH2:7][CH2:6][N:5]([C:8]2[N:13]=[CH:12][C:11]([NH:14][C:15](=[O:22])OCC(Cl)(Cl)Cl)=[CH:10][CH:9]=2)[CH2:4][CH2:3]1.[C:23]1([C:29]2[N:33]=[C:32]([N:34]3[CH2:39][CH2:38][NH:37][CH2:36][CH2:35]3)[S:31][N:30]=2)[CH:28]=[CH:27][CH:26]=[CH:25][CH:24]=1.C(N(C(C)C)CC)(C)C.O. The catalyst is CS(C)=O. The product is [CH3:1][N:2]1[CH2:3][CH2:4][N:5]([C:8]2[N:13]=[CH:12][C:11]([NH:14][C:15]([N:37]3[CH2:38][CH2:39][N:34]([C:32]4[S:31][N:30]=[C:29]([C:23]5[CH:28]=[CH:27][CH:26]=[CH:25][CH:24]=5)[N:33]=4)[CH2:35][CH2:36]3)=[O:22])=[CH:10][CH:9]=2)[CH2:6][CH2:7]1. The yield is 0.103. (5) The reactants are [CH2:1]1[CH:6]2[CH2:7][C:8]3([NH2:11])[CH2:10][CH:4]([CH2:5]2)[CH2:3][CH:2]1[CH2:9]3.Cl[CH2:13][C:14]1[CH:18]=[C:17]([CH2:19][N:20]2[CH2:25][CH2:24][O:23][CH2:22][CH2:21]2)[O:16][N:15]=1. No catalyst specified. The product is [O:23]1[CH2:24][CH2:25][N:20]([CH2:19][C:17]2[O:16][N:15]=[C:14]([CH2:13][NH:11][C:8]34[CH2:10][CH:4]5[CH2:5][CH:6]([CH2:1][CH:2]([CH2:3]5)[CH2:9]3)[CH2:7]4)[CH:18]=2)[CH2:21][CH2:22]1. The yield is 0.860. (6) The reactants are ClN1C(=[O:7])CCC1=O.[N:9]1C=C[CH:12]=[CH:11][CH:10]=1.[CH2:15]([NH:18][C:19](=[O:25])[O:20][C:21]([CH3:24])([CH3:23])[CH3:22])[C:16]#[CH:17].CCN(C(C)C)C(C)C. The catalyst is C(Cl)Cl. The product is [CH2:11]([C:10]1[CH:17]=[C:16]([CH2:15][NH:18][C:19](=[O:25])[O:20][C:21]([CH3:22])([CH3:24])[CH3:23])[O:7][N:9]=1)[CH3:12]. The yield is 0.910. (7) The reactants are [NH2:1][C:2]1[CH:7]=[C:6]([C@H:8]2[CH2:12][CH2:11][CH2:10][C@@H:9]2[O:13][C:14]2[C:19]([F:20])=[CH:18][C:17]([S:21]([N:24](CC3C=CC(OC)=CC=3OC)[C:25]3[CH:30]=[CH:29][N:28]=[CH:27][N:26]=3)(=[O:23])=[O:22])=[C:16]([F:42])[CH:15]=2)[CH:5]=[CH:4][N:3]=1.C([SiH](CC)CC)C.FC(F)(F)C(O)=O. The catalyst is ClCCl. The product is [NH2:1][C:2]1[CH:7]=[C:6]([C@H:8]2[CH2:12][CH2:11][CH2:10][C@@H:9]2[O:13][C:14]2[C:19]([F:20])=[CH:18][C:17]([S:21]([NH:24][C:25]3[CH:30]=[CH:29][N:28]=[CH:27][N:26]=3)(=[O:22])=[O:23])=[C:16]([F:42])[CH:15]=2)[CH:5]=[CH:4][N:3]=1. The yield is 0.880.